From a dataset of Forward reaction prediction with 1.9M reactions from USPTO patents (1976-2016). Predict the product of the given reaction. (1) Given the reactants [CH3:1][O:2][C:3]1[CH:4]=[C:5]([C:11]2[O:19][C:18]3[C:13](=[N:14][CH:15]=[CH:16][C:17]=3[C:20]3[C:21]([CH3:27])=[C:22]([CH:24]=[CH:25][CH:26]=3)[NH2:23])[CH:12]=2)[CH:6]=[CH:7][C:8]=1[O:9][CH3:10].[S:28]1[C:32]2[CH2:33][CH2:34][CH2:35][CH2:36][C:31]=2[CH:30]=[C:29]1[C:37](Cl)=[O:38].C(N(C(C)C)C(C)C)C, predict the reaction product. The product is: [CH3:1][O:2][C:3]1[CH:4]=[C:5]([C:11]2[O:19][C:18]3[C:13](=[N:14][CH:15]=[CH:16][C:17]=3[C:20]3[C:21]([CH3:27])=[C:22]([NH:23][C:37]([C:29]4[S:28][C:32]5[CH2:33][CH2:34][CH2:35][CH2:36][C:31]=5[CH:30]=4)=[O:38])[CH:24]=[CH:25][CH:26]=3)[CH:12]=2)[CH:6]=[CH:7][C:8]=1[O:9][CH3:10]. (2) Given the reactants [CH3:1][C:2]1[C:3]([C:16]2[CH:21]=[CH:20][C:19]([OH:22])=[CH:18][CH:17]=2)=[N:4][C:5]2[C:10]([N:11]=1)=[CH:9][CH:8]=[CH:7][C:6]=2[C:12]([F:15])([F:14])[F:13].[CH2:23]([S:25]([C:28]1[CH:33]=[CH:32][CH:31]=[C:30](F)[CH:29]=1)(=[O:27])=[O:26])[CH3:24].FC1C=CC=C(S(C)(=O)=O)C=1, predict the reaction product. The product is: [CH2:23]([S:25]([C:28]1[CH:29]=[C:30]([CH:31]=[CH:32][CH:33]=1)[O:22][C:19]1[CH:20]=[CH:21][C:16]([C:3]2[C:2]([CH3:1])=[N:11][C:10]3[C:5]([N:4]=2)=[C:6]([C:12]([F:15])([F:14])[F:13])[CH:7]=[CH:8][CH:9]=3)=[CH:17][CH:18]=1)(=[O:26])=[O:27])[CH3:24].